This data is from TCR-epitope binding with 47,182 pairs between 192 epitopes and 23,139 TCRs. The task is: Binary Classification. Given a T-cell receptor sequence (or CDR3 region) and an epitope sequence, predict whether binding occurs between them. (1) The epitope is VTIAEILLI. The TCR CDR3 sequence is CSVVPGQGSYEQYF. Result: 1 (the TCR binds to the epitope). (2) The epitope is TPRVTGGGAM. The TCR CDR3 sequence is CASPLIEETIPYEQYF. Result: 1 (the TCR binds to the epitope). (3) The epitope is NLVPMVATV. The TCR CDR3 sequence is CASSLGLGVNTEAFF. Result: 1 (the TCR binds to the epitope). (4) The epitope is CTELKLSDY. The TCR CDR3 sequence is CASSQDRPYEQYF. Result: 0 (the TCR does not bind to the epitope). (5) The epitope is ATDALMTGY. The TCR CDR3 sequence is CASSLRGAFATNEKLFF. Result: 0 (the TCR does not bind to the epitope). (6) The epitope is LQPFPQPELPYPQPQ. The TCR CDR3 sequence is CASSFGVEDEQYF. Result: 1 (the TCR binds to the epitope). (7) The epitope is LLDFVRFMGV. The TCR CDR3 sequence is CASSFGRGAYEQYF. Result: 0 (the TCR does not bind to the epitope). (8) The epitope is IVTDFSVIK. The TCR CDR3 sequence is CATSRSGQGEKLFF. Result: 1 (the TCR binds to the epitope). (9) The epitope is AVFDRKSDAK. The TCR CDR3 sequence is CATSGGLSTEAFF. Result: 1 (the TCR binds to the epitope). (10) The epitope is TPQDLNTML. Result: 1 (the TCR binds to the epitope). The TCR CDR3 sequence is CSARVTSPYEQYF.